Dataset: Forward reaction prediction with 1.9M reactions from USPTO patents (1976-2016). Task: Predict the product of the given reaction. (1) The product is: [CH2:1]([O:3][C:4]1[C:9]([NH:10][C:11]([N:33]2[CH2:34][CH2:35][N:30]([C:27]3[S:28][CH:29]=[C:25]([C:19]4[CH:24]=[CH:23][CH:22]=[CH:21][CH:20]=4)[N:26]=3)[CH2:31][CH2:32]2)=[O:18])=[CH:8][N:7]=[CH:6][N:5]=1)[CH3:2]. Given the reactants [CH2:1]([O:3][C:4]1[C:9]([NH:10][C:11](=[O:18])OCC(Cl)(Cl)Cl)=[CH:8][N:7]=[CH:6][N:5]=1)[CH3:2].[C:19]1([C:25]2[N:26]=[C:27]([N:30]3[CH2:35][CH2:34][NH:33][CH2:32][CH2:31]3)[S:28][CH:29]=2)[CH:24]=[CH:23][CH:22]=[CH:21][CH:20]=1.C(N(C(C)C)CC)(C)C.CS(C)=O, predict the reaction product. (2) Given the reactants [ClH:1].[C:2]([C:4]1[CH:9]=[CH:8][C:7]([N:10]2[CH2:15][CH2:14][CH:13]([C:16]([N:18]3[CH2:23][CH2:22][NH:21][CH2:20][CH2:19]3)=[O:17])[CH2:12][CH2:11]2)=[CH:6][CH:5]=1)#[N:3].[CH:24](=O)[CH2:25][CH3:26].C(O[BH-](OC(=O)C)OC(=O)C)(=O)C.[Na+].[OH-].[Na+], predict the reaction product. The product is: [ClH:1].[CH2:24]([N:21]1[CH2:20][CH2:19][N:18]([C:16]([CH:13]2[CH2:12][CH2:11][N:10]([C:7]3[CH:6]=[CH:5][C:4]([C:2]#[N:3])=[CH:9][CH:8]=3)[CH2:15][CH2:14]2)=[O:17])[CH2:23][CH2:22]1)[CH2:25][CH3:26].